Dataset: Peptide-MHC class I binding affinity with 185,985 pairs from IEDB/IMGT. Task: Regression. Given a peptide amino acid sequence and an MHC pseudo amino acid sequence, predict their binding affinity value. This is MHC class I binding data. (1) The binding affinity (normalized) is 0.0847. The peptide sequence is RLDARLQVL. The MHC is HLA-A03:01 with pseudo-sequence HLA-A03:01. (2) The peptide sequence is VLMKQIPIW. The MHC is HLA-A02:03 with pseudo-sequence HLA-A02:03. The binding affinity (normalized) is 0.0847. (3) The peptide sequence is SGVEVPGGYCL. The MHC is H-2-Db with pseudo-sequence H-2-Db. The binding affinity (normalized) is 0. (4) The peptide sequence is FQYEHEQTF. The MHC is HLA-B57:01 with pseudo-sequence HLA-B57:01. The binding affinity (normalized) is 0.0847. (5) The peptide sequence is TSSAYVFSVK. The MHC is HLA-A31:01 with pseudo-sequence HLA-A31:01. The binding affinity (normalized) is 0.375. (6) The peptide sequence is NIFMTLVPVL. The MHC is HLA-A02:02 with pseudo-sequence HLA-A02:02. The binding affinity (normalized) is 0.381. (7) The peptide sequence is WDAYIPHYV. The MHC is HLA-B40:01 with pseudo-sequence HLA-B40:01. The binding affinity (normalized) is 0.213.